Dataset: Reaction yield outcomes from USPTO patents with 853,638 reactions. Task: Predict the reaction yield, written as a fraction of the theoretical maximum amount of product (1.0 means a 100% yield; for example, 0.34 means a 34% yield). (1) The reactants are [CH3:1][C:2]1[CH:10]=[C:9]([CH3:11])[CH:8]=[CH:7][C:3]=1[C:4]([OH:6])=[O:5].II.[I:14]([O-])(=O)(=O)=O.[Na+].S(=O)(=O)(O)O. The catalyst is O.C(O)(=O)C. The product is [I:14][C:8]1[C:9]([CH3:11])=[CH:10][C:2]([CH3:1])=[C:3]([CH:7]=1)[C:4]([OH:6])=[O:5]. The yield is 0.750. (2) The reactants are [C:1]([C:3]1([C:7]2[CH:8]=[C:9]([CH:14]=[CH:15][CH:16]=2)[C:10]([O:12]C)=[O:11])[CH2:6][CH2:5][CH2:4]1)#[N:2].O.[OH-].[Li+].O1CCCC1.CO. The catalyst is O. The product is [C:1]([C:3]1([C:7]2[CH:8]=[C:9]([CH:14]=[CH:15][CH:16]=2)[C:10]([OH:12])=[O:11])[CH2:4][CH2:5][CH2:6]1)#[N:2]. The yield is 0.860. (3) The yield is 0.610. The reactants are [CH3:1][O:2][C:3]([NH:5][C@H:6]([C:11]([N:13]1[CH2:17][C@@H:16]([CH2:18][O:19][CH3:20])[CH2:15][C@H:14]1[C:21]1[NH:25][C:24]2[C:26]3[C:31]([CH:32]=[CH:33][C:23]=2[N:22]=1)=[CH:30][C:29]1[C:34]2[C:39]([CH2:40][O:41][C:28]=1[CH:27]=3)=[CH:38][C:37]([C:42]1[NH:46][C:45]([C@@H:47]3[CH2:51][CH2:50][CH2:49][N:48]3C(OC(C)(C)C)=O)=[N:44][CH:43]=1)=[CH:36][CH:35]=2)=[O:12])[C@@H:7]([CH3:10])[O:8][CH3:9])=[O:4].Cl.[CH3:60][O:61][C:62]([NH:64][C@H:65]([C:69]1[CH:74]=[CH:73][CH:72]=[CH:71][CH:70]=1)[C:66]([OH:68])=O)=[O:63].CCN(C(C)C)C(C)C.CCOC(C(C#N)=NOC(N1CCOCC1)=[N+](C)C)=O.F[P-](F)(F)(F)(F)F. The catalyst is C(Cl)Cl.CO.CN(C=O)C.[Li+].[OH-]. The product is [CH3:1][O:2][C:3]([NH:5][C@@H:6]([CH:7]([O:8][CH3:9])[CH3:10])[C:11]([N:13]1[CH2:17][C@@H:16]([CH2:18][O:19][CH3:20])[CH2:15][C@H:14]1[C:21]1[NH:25][C:24]2[C:26]3[C:31]([CH:32]=[CH:33][C:23]=2[N:22]=1)=[CH:30][C:29]1[C:34]2[C:39]([CH2:40][O:41][C:28]=1[CH:27]=3)=[CH:38][C:37]([C:42]1[NH:46][C:45]([C@@H:47]3[CH2:51][CH2:50][CH2:49][N:48]3[C:66](=[O:68])[C@H:65]([NH:64][C:62](=[O:63])[O:61][CH3:60])[C:69]3[CH:74]=[CH:73][CH:72]=[CH:71][CH:70]=3)=[N:44][CH:43]=1)=[CH:36][CH:35]=2)=[O:12])=[O:4]. (4) The reactants are Br[C:2]1[CH:7]=[CH:6][C:5]([CH2:8][C:9]([NH2:11])=[O:10])=[CH:4][CH:3]=1.CC1(C)COB(B2OCC(C)(C)CO2)OC1.C([O-])(=O)C.[K+].Br[C:34]1[CH:35]=[C:36]2[C:40](=[CH:41][C:42]=1[Cl:43])[NH:39][N:38]=[C:37]2[C:44]([OH:46])=[O:45].C(=O)([O-])[O-].[K+].[K+].Cl. The product is [NH2:11][C:9](=[O:10])[CH2:8][C:5]1[CH:6]=[CH:7][C:2]([C:34]2[CH:35]=[C:36]3[C:40](=[CH:41][C:42]=2[Cl:43])[NH:39][N:38]=[C:37]3[C:44]([OH:46])=[O:45])=[CH:3][CH:4]=1. The catalyst is O1CCOCC1.C1C=CC(P(C2C=CC=CC=2)[C-]2C=CC=C2)=CC=1.C1C=CC(P(C2C=CC=CC=2)[C-]2C=CC=C2)=CC=1.Cl[Pd]Cl.[Fe+2].O.CCO. The yield is 0.0300. (5) The reactants are CCN(C(C)C)C(C)C.Cl[C:11]1[CH:12]=[CH:13][C:14]2[N:15]([C:17]([C:20]([F:23])([F:22])[F:21])=[N:18][N:19]=2)[N:16]=1.[NH:24]1[CH2:29][CH2:28][CH:27]([C:30]2[CH:51]=[CH:50][C:33]([O:34][CH2:35][CH2:36][N:37]3[CH2:42][CH2:41][N:40]([C:43]([O:45][C:46]([CH3:49])([CH3:48])[CH3:47])=[O:44])[CH2:39][CH2:38]3)=[CH:32][CH:31]=2)[CH2:26][CH2:25]1. The catalyst is CN(C=O)C. The product is [F:21][C:20]([F:23])([F:22])[C:17]1[N:15]2[N:16]=[C:11]([N:24]3[CH2:29][CH2:28][CH:27]([C:30]4[CH:51]=[CH:50][C:33]([O:34][CH2:35][CH2:36][N:37]5[CH2:42][CH2:41][N:40]([C:43]([O:45][C:46]([CH3:47])([CH3:49])[CH3:48])=[O:44])[CH2:39][CH2:38]5)=[CH:32][CH:31]=4)[CH2:26][CH2:25]3)[CH:12]=[CH:13][C:14]2=[N:19][N:18]=1. The yield is 0.970. (6) The reactants are [CH:1](=[O:9])[C:2]1[C:3](=[CH:5][CH:6]=[CH:7][CH:8]=1)[OH:4].C1CCN2C(=NCCC2)CC1.Cl[C:22]([CH3:26])([CH3:25])[C:23]#[CH:24]. The catalyst is CC#N.Cl[Cu]. The product is [CH3:25][C:22]([O:4][C:3]1[CH:5]=[CH:6][CH:7]=[CH:8][C:2]=1[CH:1]=[O:9])([CH3:26])[C:23]#[CH:24]. The yield is 0.760. (7) The reactants are [NH2:1][C:2]1[CH:3]=[C:4]2[C:9](=[CH:10][CH:11]=1)[CH:8]=[N:7][CH:6]=[CH:5]2.[H-].[Na+].[C:14](Cl)(=[O:23])[CH2:15][CH2:16][C:17]1[CH:22]=[CH:21][CH:20]=[CH:19][CH:18]=1. The catalyst is CN(C=O)C.CCOC(C)=O. The product is [CH:8]1[C:9]2[C:4](=[CH:3][C:2]([NH:1][C:14](=[O:23])[CH2:15][CH2:16][C:17]3[CH:22]=[CH:21][CH:20]=[CH:19][CH:18]=3)=[CH:11][CH:10]=2)[CH:5]=[CH:6][N:7]=1. The yield is 0.100.